This data is from Forward reaction prediction with 1.9M reactions from USPTO patents (1976-2016). The task is: Predict the product of the given reaction. Given the reactants [C:1]([C:4]1[C:9]([NH:10][C:11]([C:13]2[S:14][CH:15]=[C:16]([CH:18]([CH3:20])[CH3:19])[N:17]=2)=O)=[C:8]([F:21])[C:7]([O:22][CH3:23])=[CH:6][CH:5]=1)(=[O:3])[CH3:2].C(C1N=C(C2C=C(O)C3C(=C(C)C(OC)=CC=3)N=2)SC=1)(C)C, predict the reaction product. The product is: [CH:18]([C:16]1[N:17]=[C:13]([C:11]2[CH:2]=[C:1]([OH:3])[C:4]3[C:9](=[C:8]([F:21])[C:7]([O:22][CH3:23])=[CH:6][CH:5]=3)[N:10]=2)[S:14][CH:15]=1)([CH3:20])[CH3:19].